From a dataset of Reaction yield outcomes from USPTO patents with 853,638 reactions. Predict the reaction yield, written as a fraction of the theoretical maximum amount of product (1.0 means a 100% yield; for example, 0.34 means a 34% yield). (1) The reactants are [CH3:1][N:2]([CH3:12])[C:3]1[CH:8]=[CH:7][C:6](B(O)O)=[CH:5][CH:4]=1.[Cl:13][C:14]1[N:19]=[C:18](Cl)[CH:17]=[CH:16][N:15]=1.C([O-])([O-])=O.[Na+].[Na+].C(COC)OC. The catalyst is O. The product is [Cl:13][C:14]1[N:19]=[C:18]([C:6]2[CH:7]=[CH:8][C:3]([N:2]([CH3:12])[CH3:1])=[CH:4][CH:5]=2)[CH:17]=[CH:16][N:15]=1. The yield is 0.780. (2) The product is [Cl:18][C:4]1[C:5]2[C:10](=[CH:9][C:8]3[O:11][CH2:12][CH2:13][O:14][C:7]=3[CH:6]=2)[N:1]=[CH:2][N:3]=1. The catalyst is C1(C)C=CC=CC=1. The yield is 0.940. The reactants are [N:1]1[C:10]2[C:5](=[CH:6][C:7]3[O:14][CH2:13][CH2:12][O:11][C:8]=3[CH:9]=2)[C:4](=O)[NH:3][CH:2]=1.O=P(Cl)(Cl)[Cl:18]. (3) The reactants are [CH3:1][N:2]([CH3:23])[C:3]1[CH:8]=[C:7]([NH:9][C:10]2[CH:15]=[CH:14][C:13]([CH3:16])=[CH:12][CH:11]=2)[N:6]=[C:5]([N:17]2[CH2:22][CH2:21][NH:20][CH2:19][CH2:18]2)[N:4]=1.Cl[CH2:25][C:26]1[CH:31]=[CH:30][CH:29]=[CH:28][C:27]=1[O:32][CH3:33].C([O-])(O)=O.[Na+]. The catalyst is CN(C=O)C. The product is [CH3:33][O:32][C:27]1[CH:28]=[CH:29][CH:30]=[CH:31][C:26]=1[CH2:25][N:20]1[CH2:19][CH2:18][N:17]([C:5]2[N:4]=[C:3]([N:2]([CH3:1])[CH3:23])[CH:8]=[C:7]([NH:9][C:10]3[CH:11]=[CH:12][C:13]([CH3:16])=[CH:14][CH:15]=3)[N:6]=2)[CH2:22][CH2:21]1. The yield is 0.270. (4) The reactants are I[C:2]1[CH:7]=[CH:6][C:5]([N+:8]([O-:10])=[O:9])=[CH:4][CH:3]=1.[CH3:11][O:12][C:13]1[C:18]2[CH:19]=[C:20](B(O)O)[S:21][C:17]=2[CH:16]=[CH:15][CH:14]=1. The catalyst is C1C=CC([P]([Pd]([P](C2C=CC=CC=2)(C2C=CC=CC=2)C2C=CC=CC=2)([P](C2C=CC=CC=2)(C2C=CC=CC=2)C2C=CC=CC=2)[P](C2C=CC=CC=2)(C2C=CC=CC=2)C2C=CC=CC=2)(C2C=CC=CC=2)C2C=CC=CC=2)=CC=1.C(=O)([O-])[O-].[Na+].[Na+].COCCOC. The product is [N+:8]([C:5]1[CH:6]=[CH:7][C:2]([C:20]2[S:21][C:17]3[CH:16]=[CH:15][CH:14]=[C:13]([O:12][CH3:11])[C:18]=3[CH:19]=2)=[CH:3][CH:4]=1)([O-:10])=[O:9]. The yield is 0.870. (5) The reactants are [Cl:1][C:2]1[CH:3]=[C:4]2[C:10]([C:11]3[N:16]=[C:15]([NH:17][C@H:18]4[CH2:22][CH2:21][N:20]([S:23]([CH3:26])(=[O:25])=[O:24])[CH2:19]4)[C:14]([F:27])=[CH:13][N:12]=3)=[CH:9][NH:8][C:5]2=[N:6][CH:7]=1.[CH:28]1(CS(Cl)(=O)=O)[CH2:32][CH2:31][CH2:30][CH2:29]1. No catalyst specified. The product is [Cl:1][C:2]1[CH:3]=[C:4]2[C:10]([C:11]3[N:16]=[C:15]([NH:17][C@H:18]4[CH2:22][CH2:21][N:20]([S:23]([CH2:26][CH:28]5[CH2:32][CH2:31][CH2:30][CH2:29]5)(=[O:24])=[O:25])[CH2:19]4)[C:14]([F:27])=[CH:13][N:12]=3)=[CH:9][NH:8][C:5]2=[N:6][CH:7]=1. The yield is 0.580. (6) The reactants are CC(C)=O.OS(O)(=O)=O.O=[Cr](=O)=O.[F:14][C:15]1[CH:20]=[C:19]([O:21][CH3:22])[CH:18]=[CH:17][C:16]=1[CH:23]([C:25]1[CH:34]=[CH:33][C:32]2[C:27](=[CH:28][CH:29]=[C:30]([O:35][CH3:36])[CH:31]=2)[CH:26]=1)[OH:24].CC(C)=O. The catalyst is O. The product is [F:14][C:15]1[CH:20]=[C:19]([O:21][CH3:22])[CH:18]=[CH:17][C:16]=1[C:23]([C:25]1[CH:34]=[CH:33][C:32]2[C:27](=[CH:28][CH:29]=[C:30]([O:35][CH3:36])[CH:31]=2)[CH:26]=1)=[O:24]. The yield is 0.970. (7) The reactants are C([NH:8][C:9]1([CH2:15][C:16]([O:18][CH2:19][CH3:20])=[O:17])[CH2:12][S:11](=[O:14])(=[O:13])[CH2:10]1)C1C=CC=CC=1. The catalyst is CCO.[Pd]. The product is [NH2:8][C:9]1([CH2:15][C:16]([O:18][CH2:19][CH3:20])=[O:17])[CH2:12][S:11](=[O:14])(=[O:13])[CH2:10]1. The yield is 1.00.